Dataset: Forward reaction prediction with 1.9M reactions from USPTO patents (1976-2016). Task: Predict the product of the given reaction. (1) Given the reactants C([N-]C(C)C)(C)C.[Li+].[C:9]([C:12]1[CH:17]=[CH:16][CH:15]=[CH:14][CH:13]=1)(=[O:11])[CH3:10].[CH3:18][C:19]([CH3:21])=[O:20].N1C=CN=C1.Cl[Si:28]([CH3:31])([CH3:30])[CH3:29], predict the reaction product. The product is: [CH3:18][C:19]([O:20][Si:28]([CH3:31])([CH3:30])[CH3:29])([CH3:21])[CH2:10][C:9]([C:12]1[CH:17]=[CH:16][CH:15]=[CH:14][CH:13]=1)=[O:11]. (2) Given the reactants [Li]CCCC.[CH2:6]([OH:13])[C:7]1[CH:12]=[CH:11][CH:10]=[CH:9][CH:8]=1.CS(C)=O.Cl[CH:19]([B:21]([OH:23])[OH:22])[CH3:20].OC(C(O)(C)C)(C)C.Cl.[C@@:33]12([OH:44])[CH2:41][CH:37]([C:38]1([CH3:40])[CH3:39])[CH2:36][CH2:35][C:34]2([OH:43])[CH3:42], predict the reaction product. The product is: [CH2:6]([O:13][CH:19]([B:21]([OH:23])[OH:22])[CH3:20])[C:7]1[CH:12]=[CH:11][CH:10]=[CH:9][CH:8]=1.[C:33]12([OH:44])[CH2:41][CH:37]([C:38]1([CH3:40])[CH3:39])[CH2:36][CH2:35][C:34]2([OH:43])[CH3:42]. (3) Given the reactants C(OC(=O)[NH:7][C@@H:8]1[C:14](=[O:15])[N:13]([CH2:16][C:17]2[C:26]3[C:21](=[CH:22][CH:23]=[CH:24][CH:25]=3)[CH:20]=[CH:19][CH:18]=2)[C:12]2[CH:27]=[CH:28][CH:29]=[CH:30][C:11]=2[NH:10][CH2:9]1)(C)(C)C.[ClH:32], predict the reaction product. The product is: [ClH:32].[NH2:7][C@@H:8]1[C:14](=[O:15])[N:13]([CH2:16][C:17]2[C:26]3[C:21](=[CH:22][CH:23]=[CH:24][CH:25]=3)[CH:20]=[CH:19][CH:18]=2)[C:12]2[CH:27]=[CH:28][CH:29]=[CH:30][C:11]=2[NH:10][CH2:9]1. (4) Given the reactants [CH3:1][S:2]([C:5]1[CH:10]=[CH:9][C:8]([N:11]2[CH2:16][CH2:15][NH:14][CH2:13][CH2:12]2)=[CH:7][CH:6]=1)(=[O:4])=[O:3].[N:17]1([C:23]2[CH:31]=[CH:30][C:29]([N+:32]([O-:34])=[O:33])=[CH:28][C:24]=2[C:25](Cl)=[O:26])[CH2:22][CH2:21][O:20][CH2:19][CH2:18]1, predict the reaction product. The product is: [CH3:1][S:2]([C:5]1[CH:6]=[CH:7][C:8]([N:11]2[CH2:16][CH2:15][N:14]([C:25]([C:24]3[CH:28]=[C:29]([N+:32]([O-:34])=[O:33])[CH:30]=[CH:31][C:23]=3[N:17]3[CH2:22][CH2:21][O:20][CH2:19][CH2:18]3)=[O:26])[CH2:13][CH2:12]2)=[CH:9][CH:10]=1)(=[O:3])=[O:4]. (5) Given the reactants [F:1][C:2]([F:19])([CH3:18])[CH2:3][N:4]1[CH2:10][CH2:9][C:8]2[CH:11]=[C:12]([NH2:17])[C:13]([O:15][CH3:16])=[CH:14][C:7]=2[CH2:6][CH2:5]1.Cl[C:21]1[N:26]=[C:25]([NH:27][C@@H:28]2[CH2:33][CH2:32][CH2:31][CH2:30][C@H:29]2[NH:34][S:35]([CH3:38])(=[O:37])=[O:36])[C:24]([Cl:39])=[CH:23][N:22]=1, predict the reaction product. The product is: [Cl:39][C:24]1[C:25]([NH:27][C@@H:28]2[CH2:33][CH2:32][CH2:31][CH2:30][C@H:29]2[NH:34][S:35]([CH3:38])(=[O:37])=[O:36])=[N:26][C:21]([NH:17][C:12]2[C:13]([O:15][CH3:16])=[CH:14][C:7]3[CH2:6][CH2:5][N:4]([CH2:3][C:2]([F:1])([F:19])[CH3:18])[CH2:10][CH2:9][C:8]=3[CH:11]=2)=[N:22][CH:23]=1. (6) Given the reactants [F:1][C:2]([F:12])([F:11])[C:3]1[CH:10]=[CH:9][C:6]([CH:7]=[O:8])=[CH:5][CH:4]=1.C[Si]([O:17][C:18]#N)(C)C.[Cl-].[Li+].Cl.[O:23]1CCC[CH2:24]1, predict the reaction product. The product is: [OH:8][CH:7]([C:6]1[CH:9]=[CH:10][C:3]([C:2]([F:11])([F:12])[F:1])=[CH:4][CH:5]=1)[C:24]([O:17][CH3:18])=[O:23]. (7) Given the reactants Br[C:2]1[CH:3]=[C:4]2[C:10]([C:11]3[CH:12]=[C:13]4[C:17](=[CH:18][CH:19]=3)NC=C4)=[CH:9][N:8](S(C3C=CC(C)=CC=3)(=O)=O)[C:5]2=[N:6][CH:7]=1.F[C:31]1[N:36]=[CH:35][C:34](B(O)O)=[CH:33][CH:32]=1.C([O-])([O-])=O.[Na+].[Na+].Cl.[CH3:47][NH2:48].C([O-])([O-])=O.[K+].[K+].[CH3:55][C:56]#[N:57], predict the reaction product. The product is: [NH:57]1[C:17]2[C:13](=[CH:12][C:11]([C:10]3[C:4]4[C:5](=[N:6][CH:7]=[C:2]([C:34]5[CH:33]=[CH:32][C:31]([NH:48][CH3:47])=[N:36][CH:35]=5)[CH:3]=4)[NH:8][CH:9]=3)=[CH:19][CH:18]=2)[CH:55]=[CH:56]1. (8) Given the reactants [Br:1][C:2]1[CH:7]=[C:6]([C:8]([CH3:11])([CH3:10])[CH3:9])[NH:5][C:4](=[O:12])[CH:3]=1.[CH:13]1[CH:18]=[CH:17][C:16]([CH2:19]Br)=[CH:15][CH:14]=1, predict the reaction product. The product is: [CH2:19]([O:12][C:4]1[CH:3]=[C:2]([Br:1])[CH:7]=[C:6]([C:8]([CH3:9])([CH3:11])[CH3:10])[N:5]=1)[C:16]1[CH:17]=[CH:18][CH:13]=[CH:14][CH:15]=1. (9) Given the reactants Cl.[NH2:2][CH2:3][CH2:4][C:5]([CH3:10])([CH3:9])[C:6]([OH:8])=[O:7].[OH-].[Na+].Cl[C:14]([O:16][CH2:17][CH3:18])=[O:15], predict the reaction product. The product is: [CH2:17]([O:16][C:14]([NH:2][CH2:3][CH2:4][C:5]([CH3:10])([CH3:9])[C:6]([OH:8])=[O:7])=[O:15])[CH3:18]. (10) Given the reactants C([O:5][C:6]([N:8]1[CH2:12][CH2:11][CH2:10][C@H:9]1[C:13]1[C:18](C(OCC)=O)=[C:17]([C:24]2[CH:32]=[CH:31][C:27]([C:28]([OH:30])=[O:29])=[CH:26][CH:25]=2)[C:16]([N+:33]([O-:35])=[O:34])=[C:15]([CH2:36][C:37]2[CH:42]=[CH:41][C:40]([F:43])=[CH:39][C:38]=2[F:44])[N:14]=1)=O)(C)(C)C.FC(F)(F)C(O)=O, predict the reaction product. The product is: [F:44][C:38]1[CH:39]=[C:40]([F:43])[CH:41]=[CH:42][C:37]=1[CH2:36][C:15]1[C:16]([N+:33]([O-:35])=[O:34])=[C:17]([C:24]2[CH:25]=[CH:26][C:27]([C:28]([OH:30])=[O:29])=[CH:31][CH:32]=2)[C:18]2[C:6](=[O:5])[N:8]3[C@@H:9]([CH2:10][CH2:11][CH2:12]3)[C:13]=2[N:14]=1.